This data is from Full USPTO retrosynthesis dataset with 1.9M reactions from patents (1976-2016). The task is: Predict the reactants needed to synthesize the given product. (1) Given the product [F:1][C:2]1[CH:3]=[C:4]([C:8]2[C:17]3[C:12](=[CH:13][CH:14]=[CH:15][CH:16]=3)[C:11]([CH3:18])=[N:10][C:9]=2[C:19]([OH:21])=[O:20])[CH:5]=[CH:6][CH:7]=1, predict the reactants needed to synthesize it. The reactants are: [F:1][C:2]1[CH:3]=[C:4]([C:8]2[C:17]3[C:12](=[CH:13][CH:14]=[CH:15][CH:16]=3)[C:11]([CH3:18])=[N:10][C:9]=2[C:19]([O:21]C)=[O:20])[CH:5]=[CH:6][CH:7]=1.[OH-].[Li+].O.Cl. (2) Given the product [N:22]([C:2]1[N:12]=[CH:11][C:10]2[C:9](=[O:13])[N:8]3[CH2:14][C@H:15]([C:18]([O:20][CH3:21])=[O:19])[CH2:16][CH2:17][C@H:7]3[CH2:6][CH2:5][C:4]=2[CH:3]=1)=[N+:23]=[N-:24], predict the reactants needed to synthesize it. The reactants are: Cl[C:2]1[N:12]=[CH:11][C:10]2[C:9](=[O:13])[N:8]3[CH2:14][C@H:15]([C:18]([O:20][CH3:21])=[O:19])[CH2:16][CH2:17][C@H:7]3[CH2:6][CH2:5][C:4]=2[CH:3]=1.[N-:22]=[N+:23]=[N-:24].[Na+]. (3) The reactants are: [C:1]([O:5][C:6]([N:8]1[CH2:14][CH2:13][C:12]2[C:15]([S:20][CH2:21][C:22]3[CH:27]=[CH:26][C:25]([CH2:28]OS(C)(=O)=O)=[CH:24][CH:23]=3)=[C:16]([Cl:19])[CH:17]=[CH:18][C:11]=2[CH2:10][CH2:9]1)=[O:7])([CH3:4])([CH3:3])[CH3:2].[Br-:34].[Li+]. Given the product [C:1]([O:5][C:6]([N:8]1[CH2:14][CH2:13][C:12]2[C:15]([S:20][CH2:21][C:22]3[CH:27]=[CH:26][C:25]([CH2:28][Br:34])=[CH:24][CH:23]=3)=[C:16]([Cl:19])[CH:17]=[CH:18][C:11]=2[CH2:10][CH2:9]1)=[O:7])([CH3:4])([CH3:3])[CH3:2], predict the reactants needed to synthesize it. (4) Given the product [Cl:1][C:2]1[CH:28]=[C:27]([Cl:29])[CH:26]=[CH:25][C:3]=1[CH2:4][O:5][CH2:6][C@H:7]1[O:11][CH:10]([O:12][CH3:13])[C:9](=[O:14])[C@@H:8]1[O:15][CH2:16][C:17]1[CH:22]=[CH:21][C:20]([Cl:23])=[CH:19][C:18]=1[Cl:24], predict the reactants needed to synthesize it. The reactants are: [Cl:1][C:2]1[CH:28]=[C:27]([Cl:29])[CH:26]=[CH:25][C:3]=1[CH2:4][O:5][CH2:6][C@H:7]1[O:11][CH:10]([O:12][CH3:13])[C@H:9]([OH:14])[C@@H:8]1[O:15][CH2:16][C:17]1[CH:22]=[CH:21][C:20]([Cl:23])=[CH:19][C:18]=1[Cl:24].ClN1C(=O)N(Cl)C(=O)N(Cl)C1=O.CC1(C)N([O])C(C)(C)CCC1. (5) Given the product [C:1]([O:5][C:6]([N:8]1[CH2:11][CH:10]([NH:12][C:13]2[CH:14]=[C:15]3[C:24](=[CH:25][C:26]=2[CH:27]([CH3:28])[CH3:29])[O:23][CH2:22][C:21]2[N:16]3[CH:17]([CH3:31])[C:18](=[O:30])[NH:19][N:20]=2)[CH2:9]1)=[O:7])([CH3:4])([CH3:3])[CH3:2], predict the reactants needed to synthesize it. The reactants are: [C:1]([O:5][C:6]([N:8]1[CH2:11][CH:10]([NH:12][C:13]2[CH:14]=[C:15]3[C:24](=[CH:25][C:26]=2[C:27]([CH3:29])=[CH2:28])[O:23][CH2:22][C:21]2[N:16]3[CH:17]([CH3:31])[C:18](=[O:30])[NH:19][N:20]=2)[CH2:9]1)=[O:7])([CH3:4])([CH3:3])[CH3:2]. (6) The reactants are: [S:1]([N:11]1[C:19]2[C:14](=[C:15]([C:20](=[O:22])[CH3:21])[CH:16]=[CH:17][CH:18]=2)[CH:13]=[CH:12]1)([C:4]1[CH:10]=[CH:9][C:7]([CH3:8])=[CH:6][CH:5]=1)(=[O:3])=[O:2].[BH4-].[Na+]. Given the product [S:1]([N:11]1[C:19]2[C:14](=[C:15]([CH:20]([OH:22])[CH3:21])[CH:16]=[CH:17][CH:18]=2)[CH:13]=[CH:12]1)([C:4]1[CH:5]=[CH:6][C:7]([CH3:8])=[CH:9][CH:10]=1)(=[O:2])=[O:3], predict the reactants needed to synthesize it. (7) Given the product [CH2:1]([N:3]([CH2:20][CH3:21])[CH2:4][CH2:5][NH:6][C:32]([C:27]1[NH:28][C:29]2[C:25]([CH:26]=1)=[CH:24][C:23]([I:22])=[CH:31][CH:30]=2)=[O:34])[CH3:2], predict the reactants needed to synthesize it. The reactants are: [CH2:1]([N:3]([CH2:20][CH3:21])[CH2:4][CH2:5][NH:6]C(C1C=CC2C(=CC=C(I)C=2)C=1)=O)[CH3:2].[I:22][C:23]1[CH:24]=[C:25]2[C:29](=[CH:30][CH:31]=1)[NH:28][C:27]([C:32]([O:34]CC)=O)=[CH:26]2.[K+].[Br-]. (8) Given the product [NH2:29][CH2:28][CH2:27][NH:26][C:25](=[O:37])[NH:24][C:22]1[N:23]=[C:18]2[CH:17]=[CH:16][C:15]([C:11]3[CH:10]=[C:9]([S:6]([NH:5][C:1]([CH3:2])([CH3:3])[CH3:4])(=[O:8])=[O:7])[CH:14]=[N:13][CH:12]=3)=[CH:20][N:19]2[N:21]=1, predict the reactants needed to synthesize it. The reactants are: [C:1]([NH:5][S:6]([C:9]1[CH:10]=[C:11]([C:15]2[CH:16]=[CH:17][C:18]3[N:19]([N:21]=[C:22]([NH:24][C:25](=[O:37])[NH:26][CH2:27][CH2:28][NH:29]C(=O)OC(C)(C)C)[N:23]=3)[CH:20]=2)[CH:12]=[N:13][CH:14]=1)(=[O:8])=[O:7])([CH3:4])([CH3:3])[CH3:2].C(Cl)Cl.